This data is from Full USPTO retrosynthesis dataset with 1.9M reactions from patents (1976-2016). The task is: Predict the reactants needed to synthesize the given product. (1) Given the product [Cl:33][C:34]1[CH:39]=[C:38]([N:17]2[C:18]3[C:14](=[CH:13][C:12]([C:10]([N:7]4[CH2:8][CH2:9][N:4]([CH:1]([CH3:3])[CH3:2])[CH2:5][CH2:6]4)=[O:11])=[CH:20][CH:19]=3)[CH:15]=[C:16]2[C:21]([N:23]2[CH2:24][CH2:25][N:26]([S:29]([CH3:32])(=[O:30])=[O:31])[CH2:27][CH2:28]2)=[O:22])[CH:37]=[CH:36][N:35]=1, predict the reactants needed to synthesize it. The reactants are: [CH:1]([N:4]1[CH2:9][CH2:8][N:7]([C:10]([C:12]2[CH:13]=[C:14]3[C:18](=[CH:19][CH:20]=2)[NH:17][C:16]([C:21]([N:23]2[CH2:28][CH2:27][N:26]([S:29]([CH3:32])(=[O:31])=[O:30])[CH2:25][CH2:24]2)=[O:22])=[CH:15]3)=[O:11])[CH2:6][CH2:5]1)([CH3:3])[CH3:2].[Cl:33][C:34]1[CH:39]=[C:38](B(O)O)[CH:37]=[CH:36][N:35]=1. (2) Given the product [Br:14][CH2:12][C:10]1[CH:9]=[CH:8][CH:7]=[C:6]([N:1]2[CH2:5][CH2:4][CH2:3][CH2:2]2)[N:11]=1, predict the reactants needed to synthesize it. The reactants are: [N:1]1([C:6]2[N:11]=[C:10]([CH2:12]O)[CH:9]=[CH:8][CH:7]=2)[CH2:5][CH2:4][CH2:3][CH2:2]1.[Br:14]C(Br)(Br)Br.C1(P(C2C=CC=CC=2)C2C=CC=CC=2)C=CC=CC=1. (3) Given the product [CH:21]1([NH:24][C:25]2[S:26]/[C:27](=[CH:15]\[C:12]3[CH:13]=[C:14]4[C:9](=[CH:10][CH:11]=3)[N:8]=[CH:7][C:6]([C:17]#[N:18])=[C:5]4[O:4][CH2:3][C:2]([CH3:20])([CH3:19])[CH3:1])/[C:28](=[O:30])[N:29]=2)[CH2:23][CH2:22]1, predict the reactants needed to synthesize it. The reactants are: [CH3:1][C:2]([CH3:20])([CH3:19])[CH2:3][O:4][C:5]1[C:14]2[C:9](=[CH:10][CH:11]=[C:12]([CH:15]=O)[CH:13]=2)[N:8]=[CH:7][C:6]=1[C:17]#[N:18].[CH:21]1([NH:24][C:25]2[S:26][CH2:27][C:28](=[O:30])[N:29]=2)[CH2:23][CH2:22]1.C([O-])(=O)C.[Na+]. (4) Given the product [NH2:1][C:4]1[CH:12]=[C:11]([C:13]([OH:15])=[O:14])[C:7]2[O:8][CH2:9][CH2:10][C:6]=2[CH:5]=1, predict the reactants needed to synthesize it. The reactants are: [N+:1]([C:4]1[CH:12]=[C:11]([C:13]([OH:15])=[O:14])[C:7]2[O:8][CH2:9][CH2:10][C:6]=2[CH:5]=1)([O-])=O. (5) Given the product [NH2:2][C:1]1[N:29]([C:27]2[CH:26]=[CH:25][N:24]=[C:23]([C@@H:19]([NH:18][C:17]([O:16][C:12]([CH3:15])([CH3:14])[CH3:13])=[O:31])[CH2:20][CH:21]=[CH2:22])[CH:28]=2)[N:30]=[C:4]([C:5]([O:7][CH2:8][CH3:9])=[O:6])[CH:3]=1, predict the reactants needed to synthesize it. The reactants are: [C:1](/[CH:3]=[C:4](\[O-])/[C:5]([O:7][CH2:8][CH3:9])=[O:6])#[N:2].[Na+].[C:12]([O:16][C:17](=[O:31])[NH:18][C@H:19]([C:23]1[CH:28]=[C:27]([NH:29][NH2:30])[CH:26]=[CH:25][N:24]=1)[CH2:20][CH:21]=[CH2:22])([CH3:15])([CH3:14])[CH3:13].C(O)(C(F)(F)F)=O.